Dataset: CYP2C19 inhibition data for predicting drug metabolism from PubChem BioAssay. Task: Regression/Classification. Given a drug SMILES string, predict its absorption, distribution, metabolism, or excretion properties. Task type varies by dataset: regression for continuous measurements (e.g., permeability, clearance, half-life) or binary classification for categorical outcomes (e.g., BBB penetration, CYP inhibition). Dataset: cyp2c19_veith. (1) The molecule is O=C(c1cnccn1)N1CCC[C@@]2(CCN(Cc3ccccc3)C2)C1. The result is 0 (non-inhibitor). (2) The compound is O=C(O)CCSc1ncnc2nc[nH]c12. The result is 0 (non-inhibitor). (3) The result is 0 (non-inhibitor). The molecule is CCCOc1cc(N)ccc1C(=O)OCCN(CC)CC. (4) The compound is CCS(=O)(=O)N1CCC(C(=O)NCc2ccco2)CC1. The result is 0 (non-inhibitor). (5) The drug is N#Cc1ccc(C(=O)Nc2ccc(N3CCN(C(=O)c4ccco4)CC3)cc2)c(F)c1. The result is 0 (non-inhibitor). (6) The molecule is CN1CCC[C@@H](CC2c3ccccc3Sc3ccccc32)C1. The result is 0 (non-inhibitor). (7) The molecule is Cc1cc(NC(=O)CSc2ccc3nnc(-c4ccc(F)cc4)n3n2)no1. The result is 0 (non-inhibitor).